From a dataset of Forward reaction prediction with 1.9M reactions from USPTO patents (1976-2016). Predict the product of the given reaction. (1) Given the reactants C(=O)([O-])[O-].[K+].[K+].C([O:10][C:11]1[CH:16]=[CH:15][CH:14]=[C:13]([C:17]([NH:19][CH2:20][C:21]2[CH:26]=[CH:25][CH:24]=[CH:23][N:22]=2)=[O:18])[CH:12]=1)(=O)C, predict the reaction product. The product is: [OH:10][C:11]1[CH:12]=[C:13]([CH:14]=[CH:15][CH:16]=1)[C:17]([NH:19][CH2:20][C:21]1[CH:26]=[CH:25][CH:24]=[CH:23][N:22]=1)=[O:18]. (2) Given the reactants [CH3:1][N:2]([CH3:31])[C:3](=[O:30])[CH2:4][N:5]1[C:14]2[C:9](=[N:10][CH:11]=[C:12]([CH2:15][C:16]3[CH:21]=[CH:20][C:19]([F:22])=[CH:18][CH:17]=3)[CH:13]=2)[C:8]([OH:23])=[C:7]([C:24](OCC)=[O:25])[C:6]1=[O:29].[NH2:32][C:33]([CH3:37])([CH3:36])[CH2:34][OH:35], predict the reaction product. The product is: [CH3:1][N:2]([CH3:31])[C:3](=[O:30])[CH2:4][N:5]1[C:14]2[C:9](=[N:10][CH:11]=[C:12]([CH2:15][C:16]3[CH:17]=[CH:18][C:19]([F:22])=[CH:20][CH:21]=3)[CH:13]=2)[C:8]([OH:23])=[C:7]([C:24]([NH:32][C:33]([CH3:37])([CH3:36])[CH2:34][OH:35])=[O:25])[C:6]1=[O:29]. (3) Given the reactants [CH3:1][N:2]1[C:14]2[CH:13]=[C:12]([CH2:15][CH2:16][CH2:17][CH2:18][CH2:19][CH3:20])[CH:11]=[CH:10][C:9]=2[C:8]2[C:3]1=[CH:4][C:5]([CH2:21]O)=[CH:6][CH:7]=2.S(Cl)([Cl:25])=O, predict the reaction product. The product is: [CH3:1][N:2]1[C:14]2[CH:13]=[C:12]([CH2:15][CH2:16][CH2:17][CH2:18][CH2:19][CH3:20])[CH:11]=[CH:10][C:9]=2[C:8]2[C:3]1=[CH:4][C:5]([CH2:21][Cl:25])=[CH:6][CH:7]=2. (4) Given the reactants [CH2:1]([O:3][C@H:4]([C:17]([O:19][CH2:20][CH3:21])=[O:18])[CH2:5][C:6]1[CH:16]=[CH:15][C:9]([O:10][CH2:11][C:12]([OH:14])=O)=[CH:8][CH:7]=1)[CH3:2].[CH2:22]([NH:29][CH2:30][C:31]1[N:32]([CH3:40])[C:33]2[C:38]([CH:39]=1)=[CH:37][CH:36]=[CH:35][CH:34]=2)[CH2:23][CH2:24][CH2:25][CH2:26][CH2:27][CH3:28].Cl.C(N=C=NCCCN(C)C)C, predict the reaction product. The product is: [CH2:1]([O:3][C@@H:4]([CH2:5][C:6]1[CH:7]=[CH:8][C:9]([O:10][CH2:11][C:12]([N:29]([CH2:22][CH2:23][CH2:24][CH2:25][CH2:26][CH2:27][CH3:28])[CH2:30][C:31]2[N:32]([CH3:40])[C:33]3[C:38]([CH:39]=2)=[CH:37][CH:36]=[CH:35][CH:34]=3)=[O:14])=[CH:15][CH:16]=1)[C:17]([O:19][CH2:20][CH3:21])=[O:18])[CH3:2]. (5) Given the reactants [N:1]1[NH:2][N:3]=[N:4][C:5]=1[CH2:6][NH:7][C:8]1[CH:9]=[C:10]2[C:14](=[CH:15][CH:16]=1)[N:13]([O:17]CC1C=CC=CC=1)[N:12]=[CH:11]2, predict the reaction product. The product is: [N:4]1[NH:3][N:2]=[N:1][C:5]=1[CH2:6][NH:7][C:8]1[CH:9]=[C:10]2[C:14](=[CH:15][CH:16]=1)[N:13]([OH:17])[N:12]=[CH:11]2. (6) The product is: [O:1]1[CH2:6][CH2:5][O:4][C:3]2[CH:7]=[C:8]([CH:11]([O:16][CH3:17])[C:12]([NH:19][NH2:20])=[O:13])[CH:9]=[CH:10][C:2]1=2. Given the reactants [O:1]1[CH2:6][CH2:5][O:4][C:3]2[CH:7]=[C:8]([CH:11]([O:16][CH3:17])[C:12](OC)=[O:13])[CH:9]=[CH:10][C:2]1=2.O.[NH2:19][NH2:20], predict the reaction product. (7) Given the reactants [Br:1][C:2]1[S:3][C:4]([C:7]#[N:8])=[CH:5][CH:6]=1.[ClH:9].[CH2:10]([O:12]CC)[CH3:11], predict the reaction product. The product is: [ClH:9].[CH2:10]([O:12][C:7]([C:4]1[S:3][C:2]([Br:1])=[CH:6][CH:5]=1)=[NH:8])[CH3:11].